From a dataset of Full USPTO retrosynthesis dataset with 1.9M reactions from patents (1976-2016). Predict the reactants needed to synthesize the given product. (1) Given the product [I:1][C:2]1[CH:7]=[CH:6][C:5]([C:8]2[NH:40][C:35]3[C:36]([C:9]=2[CH2:10][CH2:11][CH2:12][N:13]2[CH2:18][CH2:17][CH:16]([C:19]4[CH:20]=[C:21]([NH:25][C:26](=[O:30])[CH:27]([CH3:29])[CH3:28])[CH:22]=[CH:23][CH:24]=4)[CH2:15][CH2:14]2)=[CH:37][CH:38]=[CH:39][C:34]=3[CH3:33])=[CH:4][CH:3]=1, predict the reactants needed to synthesize it. The reactants are: [I:1][C:2]1[CH:7]=[CH:6][C:5]([C:8](=O)[CH2:9][CH2:10][CH2:11][CH2:12][N:13]2[CH2:18][CH2:17][CH:16]([C:19]3[CH:20]=[C:21]([NH:25][C:26](=[O:30])[CH:27]([CH3:29])[CH3:28])[CH:22]=[CH:23][CH:24]=3)[CH2:15][CH2:14]2)=[CH:4][CH:3]=1.Cl.[CH3:33][C:34]1[CH:39]=[CH:38][CH:37]=[CH:36][C:35]=1[NH:40]N. (2) Given the product [CH3:35][O:34][C:32](=[O:33])[C:31]1[CH:30]=[C:29]([C:2]2[CH:11]=[CH:10][C:9]3[N:8]=[CH:7][C:6]4[N:12]([CH3:23])[C:13](=[O:22])[N:14]([C:15]5[C:16]([Cl:21])=[N:17][N:18]([CH3:20])[CH:19]=5)[C:5]=4[C:4]=3[CH:3]=2)[CH:28]=[N:27][C:26]=1[O:25][CH3:24], predict the reactants needed to synthesize it. The reactants are: Br[C:2]1[CH:11]=[CH:10][C:9]2[N:8]=[CH:7][C:6]3[N:12]([CH3:23])[C:13](=[O:22])[N:14]([C:15]4[C:16]([Cl:21])=[N:17][N:18]([CH3:20])[CH:19]=4)[C:5]=3[C:4]=2[CH:3]=1.[CH3:24][O:25][C:26]1[C:31]([C:32]([O:34][CH3:35])=[O:33])=[CH:30][C:29](B2OC(C)(C)C(C)(C)O2)=[CH:28][N:27]=1. (3) Given the product [Cl:1][C:2]1[C:11]2[C:6](=[CH:7][C:8]([C:13]3[CH:18]=[CH:17][C:16]([OH:19])=[C:15]([F:21])[CH:14]=3)=[CH:9][C:10]=2[F:12])[CH:5]=[CH:4][C:3]=1[OH:22], predict the reactants needed to synthesize it. The reactants are: [Cl:1][C:2]1[C:11]2[C:6](=[CH:7][C:8]([C:13]3[CH:18]=[CH:17][C:16]([O:19]C)=[C:15]([F:21])[CH:14]=3)=[CH:9][C:10]=2[F:12])[CH:5]=[CH:4][C:3]=1[OH:22].B(Br)(Br)Br. (4) Given the product [Cl:33][C:18]1[C:19]([CH2:21][O:22][CH:23]2[CH2:24][CH2:25][CH:26]([C:29]([F:31])([F:30])[F:32])[CH2:27][CH2:28]2)=[CH:20][C:15]2[O:14][N:13]=[C:12]([NH2:8])[C:16]=2[CH:17]=1, predict the reactants needed to synthesize it. The reactants are: C(OC([N:8]([C:12]1[C:16]2[CH:17]=[C:18]([Cl:33])[C:19]([CH2:21][O:22][CH:23]3[CH2:28][CH2:27][CH:26]([C:29]([F:32])([F:31])[F:30])[CH2:25][CH2:24]3)=[CH:20][C:15]=2[O:14][N:13]=1)C(=O)[O-])=O)(C)(C)C.FC(F)(F)C(O)=O. (5) Given the product [F:9][C:8]([F:11])([F:10])[C:4]1[N:3]=[C:2]([C:14](=[O:17])[CH3:15])[CH:7]=[CH:6][CH:5]=1, predict the reactants needed to synthesize it. The reactants are: Br[C:2]1[CH:7]=[CH:6][CH:5]=[C:4]([C:8]([F:11])([F:10])[F:9])[N:3]=1.C([Li])C[CH2:14][CH3:15].[OH2:17]. (6) Given the product [I:22][C:2]1[CH:7]=[CH:6][C:5]([CH2:8][CH:9]([NH:11][C:12](=[O:14])[CH3:13])[CH3:10])=[CH:4][CH:3]=1, predict the reactants needed to synthesize it. The reactants are: Br[C:2]1[CH:7]=[CH:6][C:5]([CH2:8][CH:9]([NH:11][C:12](=[O:14])[CH3:13])[CH3:10])=[CH:4][CH:3]=1.CNCCNC.[Na+].[I-:22]. (7) The reactants are: C([O:3][C:4]([C:6]1[CH:10]=[C:9]([C:11]2[O:12][CH:13]=[CH:14][CH:15]=2)[O:8][N:7]=1)=O)C.[BH4-].[Na+]. Given the product [O:12]1[CH:13]=[CH:14][CH:15]=[C:11]1[C:9]1[O:8][N:7]=[C:6]([CH2:4][OH:3])[CH:10]=1, predict the reactants needed to synthesize it. (8) The reactants are: [CH3:1][C:2]1[C:6]2[C:7](=[O:19])[N:8]([CH2:12][CH2:13][N:14]3[CH2:18][CH2:17][CH2:16][CH2:15]3)[CH2:9][CH2:10][CH2:11][C:5]=2[NH:4][C:3]=1[CH:20]=O.[F:22][C:23]1[CH:24]=[C:25]2[C:29](=[CH:30][C:31]=1[NH:32][C:33](=[O:36])[CH2:34][OH:35])[NH:28][C:27](=[O:37])[CH2:26]2. Given the product [F:22][C:23]1[CH:24]=[C:25]2[C:29](=[CH:30][C:31]=1[NH:32][C:33](=[O:36])[CH2:34][OH:35])[NH:28][C:27](=[O:37])/[C:26]/2=[CH:20]\[C:3]1[NH:4][C:5]2[CH2:11][CH2:10][CH2:9][N:8]([CH2:12][CH2:13][N:14]3[CH2:15][CH2:16][CH2:17][CH2:18]3)[C:7](=[O:19])[C:6]=2[C:2]=1[CH3:1], predict the reactants needed to synthesize it. (9) The reactants are: [NH2:1][C:2]1[C:3]([C:22]#[N:23])=[N:4][C:5]([C:14]2[CH:15]=[N:16][C:17]([O:20]C)=[CH:18][CH:19]=2)=[C:6]([C:8]2[CH:13]=[CH:12][CH:11]=[CH:10][CH:9]=2)[N:7]=1.B(Br)(Br)Br.CCOC(C)=O.O. Given the product [NH2:1][C:2]1[C:3]([C:22]#[N:23])=[N:4][C:5]([C:14]2[CH:19]=[CH:18][C:17](=[O:20])[NH:16][CH:15]=2)=[C:6]([C:8]2[CH:13]=[CH:12][CH:11]=[CH:10][CH:9]=2)[N:7]=1, predict the reactants needed to synthesize it. (10) Given the product [CH3:33][N:34]1[CH:42]=[C:41]2[C:36]([CH:37]=[CH:38][C:39]([C:4]3[N:5]=[C:6]4[CH:11]=[N:10][C:9]([N:12]5[CH2:13][CH2:14][N:15]([C:18]([O:20][C:21]([CH3:23])([CH3:22])[CH3:24])=[O:19])[CH2:16][CH2:17]5)=[CH:8][N:7]4[C:2](=[O:1])[CH:3]=3)=[CH:40]2)=[N:35]1, predict the reactants needed to synthesize it. The reactants are: [O:1]=[C:2]1[N:7]2[CH:8]=[C:9]([N:12]3[CH2:17][CH2:16][N:15]([C:18]([O:20][C:21]([CH3:24])([CH3:23])[CH3:22])=[O:19])[CH2:14][CH2:13]3)[N:10]=[CH:11][C:6]2=[N:5][C:4](OS(C(F)(F)F)(=O)=O)=[CH:3]1.[CH3:33][N:34]1[CH:42]=[C:41]2[C:36]([CH:37]=[CH:38][C:39](B(O)O)=[CH:40]2)=[N:35]1.[O-]P([O-])([O-])=O.[K+].[K+].[K+].